From a dataset of NCI-60 drug combinations with 297,098 pairs across 59 cell lines. Regression. Given two drug SMILES strings and cell line genomic features, predict the synergy score measuring deviation from expected non-interaction effect. Drug 2: COCCOC1=C(C=C2C(=C1)C(=NC=N2)NC3=CC=CC(=C3)C#C)OCCOC.Cl. Cell line: ACHN. Synergy scores: CSS=13.3, Synergy_ZIP=-1.87, Synergy_Bliss=-4.58, Synergy_Loewe=-4.21, Synergy_HSA=-3.14. Drug 1: CC1=C2C(C(=O)C3(C(CC4C(C3C(C(C2(C)C)(CC1OC(=O)C(C(C5=CC=CC=C5)NC(=O)OC(C)(C)C)O)O)OC(=O)C6=CC=CC=C6)(CO4)OC(=O)C)O)C)O.